Task: Predict the product of the given reaction.. Dataset: Forward reaction prediction with 1.9M reactions from USPTO patents (1976-2016) The product is: [Cl:9][C:10]([Cl:14])([Cl:13])[C@H:11]1[N:1]2[CH2:8][CH2:7][CH2:6][C@@H:2]2[C:3](=[O:5])[O:4]1. Given the reactants [NH:1]1[CH2:8][CH2:7][CH2:6][C@@H:2]1[C:3]([OH:5])=[O:4].[Cl:9][C:10]([Cl:14])([Cl:13])[CH:11]=O, predict the reaction product.